Dataset: Forward reaction prediction with 1.9M reactions from USPTO patents (1976-2016). Task: Predict the product of the given reaction. (1) Given the reactants [CH3:1][C:2]([CH3:4])=O.[NH2:5][CH2:6][C:7]1([NH2:17])[CH2:12][C:11]([CH3:14])([CH3:13])[NH:10][C:9]([CH3:16])([CH3:15])[CH2:8]1, predict the reaction product. The product is: [CH3:1][C:2]1([CH3:4])[NH:5][CH2:6][C:7]2([CH2:8][C:9]([CH3:16])([CH3:15])[NH:10][C:11]([CH3:14])([CH3:13])[CH2:12]2)[NH:17]1. (2) Given the reactants [C:1]([O:5][C:6]([NH:8][CH2:9][CH2:10][CH2:11][CH2:12][C@H:13]([NH:21][S:22](N1CCOC1=O)(=[O:24])=[O:23])[C:14]([O:16][C:17]([CH3:20])([CH3:19])[CH3:18])=[O:15])=[O:7])([CH3:4])([CH3:3])[CH3:2].[NH2:31][C@@H:32]1[CH2:47][C:46]2=[CH:48][CH:49]=[C:43]([CH:44]=[CH:45]2)[O:42][CH2:41][CH2:40][CH2:39][CH2:38][O:37][CH2:36][C@H:35]([CH:50]([CH3:52])[CH3:51])[NH:34][C:33]1=[O:53].O1CCNC1, predict the reaction product. The product is: [C:1]([O:5][C:6]([NH:8][CH2:9][CH2:10][CH2:11][CH2:12][C@H:13]([NH:21][S:22](=[O:23])(=[O:24])[NH:31][C@@H:32]1[CH2:47][C:46]2=[CH:45][CH:44]=[C:43]([CH:49]=[CH:48]2)[O:42][CH2:41][CH2:40][CH2:39][CH2:38][O:37][CH2:36][C@H:35]([CH:50]([CH3:51])[CH3:52])[NH:34][C:33]1=[O:53])[C:14]([O:16][C:17]([CH3:18])([CH3:19])[CH3:20])=[O:15])=[O:7])([CH3:3])([CH3:2])[CH3:4]. (3) Given the reactants Br[C:2]1[CH:3]=[C:4]([N:8]2[C:16]3[C:11](=[CH:12][CH:13]=[C:14]([O:17][CH3:18])[CH:15]=3)[C:10]([C:19]([O:21][CH3:22])=[O:20])=[N:9]2)[CH:5]=[CH:6][CH:7]=1.[C:23]([C@:25]1([OH:32])[CH2:29][CH2:28][N:27]([CH3:30])[C:26]1=[O:31])#[CH:24], predict the reaction product. The product is: [OH:32][C@@:25]1([C:23]#[C:24][C:2]2[CH:3]=[C:4]([N:8]3[C:16]4[C:11](=[CH:12][CH:13]=[C:14]([O:17][CH3:18])[CH:15]=4)[C:10]([C:19]([O:21][CH3:22])=[O:20])=[N:9]3)[CH:5]=[CH:6][CH:7]=2)[CH2:29][CH2:28][N:27]([CH3:30])[C:26]1=[O:31]. (4) Given the reactants [Br:1][C:2]1[N:6]=[C:5](Cl)[S:4][N:3]=1.Cl.Cl.[CH3:10][O:11][C:12]1[CH:25]=[CH:24][C:15]([CH2:16][CH2:17][N:18]2[CH2:23][CH2:22][NH:21][CH2:20][CH2:19]2)=[CH:14][CH:13]=1.CCN(C(C)C)C(C)C, predict the reaction product. The product is: [Br:1][C:2]1[N:6]=[C:5]([N:21]2[CH2:20][CH2:19][N:18]([CH2:17][CH2:16][C:15]3[CH:24]=[CH:25][C:12]([O:11][CH3:10])=[CH:13][CH:14]=3)[CH2:23][CH2:22]2)[S:4][N:3]=1. (5) Given the reactants [CH:1]1([N:6]2[CH2:12][C@@:11]([CH2:14][CH3:15])([CH3:13])[C:10](=[O:16])[N:9]([CH3:17])[C:8]3[CH:18]=[N:19][C:20]([NH:22][C:23]4[CH:31]=[CH:30][C:26]([C:27](O)=[O:28])=[CH:25][C:24]=4[O:32][CH3:33])=[N:21][C:7]2=3)[CH2:5][CH2:4][CH2:3][CH2:2]1.C[CH2:35][N:36]([CH:40]([CH3:42])C)[CH:37]([CH3:39])C.[CH3:43][N:44](C(ON1N=NC2C=CC=NC1=2)=[N+](C)C)C.F[P-](F)(F)(F)(F)F, predict the reaction product. The product is: [CH:1]1([N:6]2[CH2:12][C@@:11]([CH2:14][CH3:15])([CH3:13])[C:10](=[O:16])[N:9]([CH3:17])[C:8]3[CH:18]=[N:19][C:20]([NH:22][C:23]4[CH:31]=[CH:30][C:26]([C:27]([NH:44][CH:43]5[CH2:39][CH2:37][N:36]([CH3:35])[CH2:40][CH2:42]5)=[O:28])=[CH:25][C:24]=4[O:32][CH3:33])=[N:21][C:7]2=3)[CH2:5][CH2:4][CH2:3][CH2:2]1. (6) The product is: [F:33][C:34]1[CH:42]=[C:41]2[C:37]([C:38]([C:52]3[CH:53]=[N:54][N:55]([CH2:57][CH2:58][NH:59][C:25]([NH2:23])=[O:26])[CH:56]=3)=[CH:39][N:40]2[S:43]([C:46]2[CH:47]=[CH:48][CH:49]=[CH:50][CH:51]=2)(=[O:45])=[O:44])=[CH:36][CH:35]=1. Given the reactants FC1C=C2C(C(C3C=N[N:23]([C:25](OC(C)(C)C)=[O:26])C=3)=CN2S(C2C=CC=CC=2)(=O)=O)=CC=1.Cl.[F:33][C:34]1[CH:42]=[C:41]2[C:37]([C:38]([C:52]3[CH:53]=[N:54][N:55]([CH2:57][CH2:58][NH2:59])[CH:56]=3)=[CH:39][N:40]2[S:43]([C:46]2[CH:51]=[CH:50][CH:49]=[CH:48][CH:47]=2)(=[O:45])=[O:44])=[CH:36][CH:35]=1, predict the reaction product. (7) Given the reactants [CH3:1][O:2][C:3](=[O:13])[C:4]([CH2:6][N:7]1[CH2:12][CH2:11][O:10][CH2:9][CH2:8]1)=[CH2:5].O([CH2:16][N:17]([CH2:23][C:24]1[CH:29]=[CH:28][CH:27]=[CH:26][CH:25]=1)[CH2:18][Si](C)(C)C)C.FC(F)(F)C(O)=O, predict the reaction product. The product is: [CH3:1][O:2][C:3]([C:4]1([CH2:6][N:7]2[CH2:12][CH2:11][O:10][CH2:9][CH2:8]2)[CH2:5][CH2:16][N:17]([CH2:23][C:24]2[CH:25]=[CH:26][CH:27]=[CH:28][CH:29]=2)[CH2:18]1)=[O:13].